This data is from Reaction yield outcomes from USPTO patents with 853,638 reactions. The task is: Predict the reaction yield, written as a fraction of the theoretical maximum amount of product (1.0 means a 100% yield; for example, 0.34 means a 34% yield). (1) The reactants are [C:1]([C:5]1[CH:10]=[CH:9][C:8]([N+:11]([O-:13])=[O:12])=[CH:7][C:6]=1[S:14](Cl)(=[O:16])=[O:15])([CH3:4])([CH3:3])[CH3:2].[NH4+:18].[OH-]. The catalyst is CCOCC.O. The product is [C:1]([C:5]1[CH:10]=[CH:9][C:8]([N+:11]([O-:13])=[O:12])=[CH:7][C:6]=1[S:14]([NH2:18])(=[O:16])=[O:15])([CH3:4])([CH3:3])[CH3:2]. The yield is 0.340. (2) The reactants are [CH3:1][O:2][C:3]([CH:5]1[CH:11]2[CH:12]=[CH:13][CH:7]([CH:8]3[CH:10]2[CH2:9]3)[CH:6]1C(O)=O)=[O:4].C([N:19](CC)CC)C.Cl[C:25]([O:27][CH2:28][CH3:29])=[O:26].[N-]=[N+]=[N-].[Na+].[CH2:34](O)[C:35]1C=C[CH:38]=[CH:37][CH:36]=1. The catalyst is O1CCCC1.O.C1C=CC=CC=1.ClCCl. The product is [CH2:28]([O:27][C:25]([NH:19][C@@H:6]1[C@@H:7]2[CH:13]=[CH:12][C@@H:11]([C@@H:10]3[C@H:8]2[CH2:9]3)[C@@H:5]1[C:3]([O:2][CH3:1])=[O:4])=[O:26])[C:29]1[CH:38]=[CH:37][CH:36]=[CH:35][CH:34]=1. The yield is 0.540. (3) The reactants are [CH2:1]([C:4]1[CH:9]=[CH:8][CH:7]=[CH:6][C:5]=1[OH:10])[CH2:2][CH3:3].[C:11](Cl)(=[O:14])[CH2:12][CH3:13].[Al+3].[Cl-].[Cl-].[Cl-]. No catalyst specified. The product is [OH:10][C:5]1[CH:6]=[CH:7][C:8]([C:11](=[O:14])[CH2:12][CH3:13])=[CH:9][C:4]=1[CH2:1][CH2:2][CH3:3]. The yield is 0.110. (4) The reactants are [NH2:1][C:2]1[C:3]([NH:12][CH2:13][C:14]2[CH:19]=[CH:18][C:17]([C:20]3[CH:25]=[CH:24][CH:23]=[CH:22][C:21]=3[C:26]#[N:27])=[CH:16][CH:15]=2)=[C:4]([CH:9]=[CH:10][CH:11]=1)[C:5]([O:7][CH3:8])=[O:6].C(N(CC)CC)C.[CH:35]1([C:38](Cl)=O)[CH2:37][CH2:36]1.O. The catalyst is C(OCC)(=O)C. The product is [C:26]([C:21]1[CH:22]=[CH:23][CH:24]=[CH:25][C:20]=1[C:17]1[CH:18]=[CH:19][C:14]([CH2:13][N:12]2[C:3]3[C:4]([C:5]([O:7][CH3:8])=[O:6])=[CH:9][CH:10]=[CH:11][C:2]=3[N:1]=[C:38]2[CH:35]2[CH2:37][CH2:36]2)=[CH:15][CH:16]=1)#[N:27]. The yield is 0.960. (5) The reactants are [Cl:1][C:2]1[CH:3]=[C:4]2[C:8](=[CH:9][CH:10]=1)[NH:7][CH:6]=[CH:5]2.Br[C:12]1[CH:17]=[CH:16][CH:15]=[CH:14][CH:13]=1.[Li+].[OH-]. The catalyst is O.CC([O-])=O.CC([O-])=O.[Pd+2].C1C=CC(P(C2C=CC=CC=2)CP(C2C=CC=CC=2)C2C=CC=CC=2)=CC=1. The product is [Cl:1][C:2]1[CH:3]=[C:4]2[C:8](=[CH:9][CH:10]=1)[NH:7][CH:6]=[C:5]2[C:12]1[CH:17]=[CH:16][CH:15]=[CH:14][CH:13]=1. The yield is 0.500. (6) The reactants are [Cl:1][C:2]1[CH:3]=[CH:4][C:5]([CH2:8][O:9][C:10]2[CH:15]=[CH:14][N:13]([C:16]3[CH:17]=[N:18][C:19]([N:22]4[CH2:27][CH2:26][N:25](C(OC(C)(C)C)=O)[CH2:24][CH2:23]4)=[CH:20][CH:21]=3)[C:12](=[O:35])[CH:11]=2)=[N:6][CH:7]=1.C(O)(C(F)(F)F)=O. The catalyst is C(Cl)Cl. The product is [Cl:1][C:2]1[CH:3]=[CH:4][C:5]([CH2:8][O:9][C:10]2[CH:15]=[CH:14][N:13]([C:16]3[CH:17]=[N:18][C:19]([N:22]4[CH2:23][CH2:24][NH:25][CH2:26][CH2:27]4)=[CH:20][CH:21]=3)[C:12](=[O:35])[CH:11]=2)=[N:6][CH:7]=1. The yield is 0.284.